Dataset: Reaction yield outcomes from USPTO patents with 853,638 reactions. Task: Predict the reaction yield, written as a fraction of the theoretical maximum amount of product (1.0 means a 100% yield; for example, 0.34 means a 34% yield). The reactants are [NH2:1][C@@H:2]([CH2:6][OH:7])[CH:3]([CH3:5])[CH3:4].[S:8]1[CH2:14][C:12](=[O:13])[NH:11][C:9]1=S.CCN(C(C)C)C(C)C. The catalyst is C(#N)C. The yield is 0.420. The product is [OH:7][CH2:6][C@H:2]([NH:1][C:9]1[S:8][CH2:14][C:12](=[O:13])[N:11]=1)[CH:3]([CH3:5])[CH3:4].